From a dataset of Full USPTO retrosynthesis dataset with 1.9M reactions from patents (1976-2016). Predict the reactants needed to synthesize the given product. (1) The reactants are: [CH:1]1[CH:2]=[C:3]([CH2:6][NH:7][C:8]2[C:13]([C:14]([OH:16])=[O:15])=[CH:12][C:11]([S:17]([NH2:20])(=[O:19])=[O:18])=[C:10]([Cl:21])[CH:9]=2)[O:4][CH:5]=1.C1N=CN(C(N2C=N[CH:31]=[CH:30]2)=O)C=1.[C:34]([CH:38]([CH2:40][CH2:41][CH3:42])[O-])([CH3:37])(C)C.[K+].[Cl-].[Na+]. Given the product [NH2:20][S:17]([C:11]1[C:10]([Cl:21])=[CH:9][C:8]([NH:7][CH2:6][C:3]2[O:4][CH:5]=[CH:1][CH:2]=2)=[C:13]([CH:12]=1)[C:14]([O:16][C@H:30]([CH3:31])[C:37]1[CH:34]=[CH:38][CH:40]=[CH:41][CH:42]=1)=[O:15])(=[O:19])=[O:18], predict the reactants needed to synthesize it. (2) Given the product [CH2:1]([O:3][P:4]([C:9]([C:15]1[CH:16]=[CH:17][C:18]([NH2:21])=[CH:19][CH:20]=1)([O:12][CH2:13][CH3:14])[PH2:10]=[O:11])(=[O:8])[O:5][CH2:6][CH3:7])[CH3:2], predict the reactants needed to synthesize it. The reactants are: [CH2:1]([O:3][P:4]([C:9]([C:15]1[CH:20]=[CH:19][C:18]([N+:21]([O-])=O)=[CH:17][CH:16]=1)([O:12][CH2:13][CH3:14])[PH2:10]=[O:11])(=[O:8])[O:5][CH2:6][CH3:7])[CH3:2]. (3) Given the product [NH3:4].[Cl:14][C:15]1[CH:40]=[CH:39][C:18]2[N:19]3[C:23]([CH2:24][N:25]([CH2:11][CH2:12][OH:13])[CH2:26][C:17]=2[CH:16]=1)=[N:22][N:21]=[C:20]3[CH:27]1[CH2:32][CH2:31][N:30]([C:33]2[N:34]=[CH:35][CH:36]=[CH:37][N:38]=2)[CH2:29][CH2:28]1, predict the reactants needed to synthesize it. The reactants are: C([N:4](CC)C(C)C)(C)C.Cl[CH2:11][CH2:12][OH:13].[Cl:14][C:15]1[CH:40]=[CH:39][C:18]2[N:19]3[C:23]([CH2:24][NH:25][CH2:26][C:17]=2[CH:16]=1)=[N:22][N:21]=[C:20]3[CH:27]1[CH2:32][CH2:31][N:30]([C:33]2[N:38]=[CH:37][CH:36]=[CH:35][N:34]=2)[CH2:29][CH2:28]1. (4) Given the product [CH2:1]([O:8][C:9]([NH:11][CH2:12][CH2:13][CH2:14][C@@H:15]([C:26]([NH:28][C@H:29]1[CH2:33][CH2:32][CH2:31][C@H:30]1[C:34]([OH:36])=[O:35])=[O:27])[NH:16][C:17]([C:19]1[N:23]([CH3:24])[N:22]=[C:21]([CH3:25])[CH:20]=1)=[O:18])=[O:10])[C:2]1[CH:7]=[CH:6][CH:5]=[CH:4][CH:3]=1, predict the reactants needed to synthesize it. The reactants are: [CH2:1]([O:8][C:9]([NH:11][CH2:12][CH2:13][CH2:14][C@@H:15]([C:26]([NH:28][C@H:29]1[CH2:33][CH2:32][CH2:31][C@H:30]1[C:34]([O:36]CC1C=CC(OC)=CC=1)=[O:35])=[O:27])[NH:16][C:17]([C:19]1[N:23]([CH3:24])[N:22]=[C:21]([CH3:25])[CH:20]=1)=[O:18])=[O:10])[C:2]1[CH:7]=[CH:6][CH:5]=[CH:4][CH:3]=1.FC(F)(F)C(O)=O. (5) Given the product [Br:1][C:2]1[CH:11]=[C:10]([CH:9]=[CH:8][C:3]=1[C:4]([O:6][CH3:7])=[O:5])[C:12]([OH:14])=[O:13], predict the reactants needed to synthesize it. The reactants are: [Br:1][C:2]1[CH:11]=[C:10]([C:12]([O:14]C)=[O:13])[CH:9]=[CH:8][C:3]=1[C:4]([O:6][CH3:7])=[O:5].[OH-].[Na+].O. (6) Given the product [CH3:10][C:9]1[C:3]2[CH:4]=[CH:5][S:1][C:2]=2[CH2:6][CH2:7][N:8]=1, predict the reactants needed to synthesize it. The reactants are: [S:1]1[CH:5]=[CH:4][CH:3]=[C:2]1[CH2:6][CH2:7][NH:8][C:9](=O)[CH3:10].O=P12OP3(OP(OP(O3)(O1)=O)(=O)O2)=O. (7) Given the product [C:1]([C:9]1[C:14]([C:15]([O:17][CH2:18][CH3:19])=[O:16])=[CH:13][N:12]=[C:11]([NH:53][C:52]2[CH:51]=[CH:50][C:49]([N:46]3[CH2:45][CH2:44][N:43]([CH3:42])[CH2:48][CH2:47]3)=[CH:55][CH:54]=2)[N:10]=1)(=[O:8])[C:2]1[CH:7]=[CH:6][CH:5]=[CH:4][CH:3]=1, predict the reactants needed to synthesize it. The reactants are: [C:1]([C:9]1[C:14]([C:15]([O:17][CH2:18][CH3:19])=[O:16])=[CH:13][N:12]=[C:11](SC)[N:10]=1)(=[O:8])[C:2]1[CH:7]=[CH:6][CH:5]=[CH:4][CH:3]=1.ClC1C=C(C=CC=1)C(OO)=O.CCN(C(C)C)C(C)C.[CH3:42][N:43]1[CH2:48][CH2:47][N:46]([C:49]2[CH:55]=[CH:54][C:52]([NH2:53])=[CH:51][CH:50]=2)[CH2:45][CH2:44]1. (8) Given the product [NH:14]1[C:15]2[C:11](=[CH:10][CH:9]=[C:8]([C:6]3[N:7]=[C:2]([NH:40][C:39]4[CH:38]=[CH:37][C:36]([N:33]5[CH2:32][CH2:31][N:30]([CH3:29])[CH2:35][CH2:34]5)=[CH:42][CH:41]=4)[C:3]4[NH:19][N:18]=[CH:17][C:4]=4[N:5]=3)[CH:16]=2)[CH:12]=[N:13]1, predict the reactants needed to synthesize it. The reactants are: Cl[C:2]1[C:3]2[C:4](=[CH:17][N:18](CC3C=CC(OC)=CC=3)[N:19]=2)[N:5]=[C:6]([C:8]2[CH:16]=[C:15]3[C:11]([CH:12]=[N:13][NH:14]3)=[CH:10][CH:9]=2)[N:7]=1.[CH3:29][N:30]1[CH2:35][CH2:34][N:33]([C:36]2[CH:42]=[CH:41][C:39]([NH2:40])=[CH:38][CH:37]=2)[CH2:32][CH2:31]1.Cl.